This data is from Full USPTO retrosynthesis dataset with 1.9M reactions from patents (1976-2016). The task is: Predict the reactants needed to synthesize the given product. (1) Given the product [CH3:13][C:1]1([S:4]([O:7][CH2:8][CH2:9][CH2:10][CH3:11])(=[O:6])=[O:5])[CH2:3][CH2:2]1, predict the reactants needed to synthesize it. The reactants are: [CH:1]1([S:4]([O:7][CH2:8][CH2:9][CH2:10][CH3:11])(=[O:6])=[O:5])[CH2:3][CH2:2]1.[Li][CH2:13]CCC.IC. (2) Given the product [F:23][C:21]1[C:20]([F:24])=[CH:19][C:17]2[O:18][CH:13]([CH2:12][NH:28][CH2:25][CH2:26][CH3:27])[CH2:14][O:15][C:16]=2[CH:22]=1, predict the reactants needed to synthesize it. The reactants are: CC1C=CC(S(O[CH2:12][CH:13]2[O:18][C:17]3[CH:19]=[C:20]([F:24])[C:21]([F:23])=[CH:22][C:16]=3[O:15][CH2:14]2)(=O)=O)=CC=1.[CH2:25]([NH2:28])[CH2:26][CH3:27].Br. (3) The reactants are: [CH3:1][O-:2].[Na+].[O:4]1[C:6]2([CH2:15][CH2:14][C:9]3([O:13][CH2:12][CH2:11][O:10]3)[CH2:8][CH2:7]2)[CH2:5]1. Given the product [CH3:1][O:2][CH2:5][C:6]1([OH:4])[CH2:15][CH2:14][C:9]2([O:13][CH2:12][CH2:11][O:10]2)[CH2:8][CH2:7]1, predict the reactants needed to synthesize it. (4) Given the product [CH2:1]([C:3]1[CH:8]=[CH:7][C:6]([OH:9])=[CH:5][C:4]=1[C:11]1[CH:16]=[CH:15][C:14]([C:17](=[O:20])[CH2:18][CH3:19])=[CH:13][C:12]=1[CH2:21][CH2:22][CH3:23])[CH3:2], predict the reactants needed to synthesize it. The reactants are: [CH2:1]([C:3]1[CH:8]=[CH:7][C:6]([O:9]C)=[CH:5][C:4]=1[C:11]1[CH:16]=[CH:15][C:14]([C:17](=[O:20])[CH2:18][CH3:19])=[CH:13][C:12]=1[CH2:21][CH2:22][CH3:23])[CH3:2].Cl.N1C=CC=CC=1. (5) Given the product [Cl:1][C:2]1[CH:3]=[C:4]([CH2:19][C:20]([OH:22])=[O:21])[CH:5]=[CH:6][C:7]=1[NH:8][C:9]1[S:10][C:11]2[CH:17]=[C:16]([F:18])[CH:15]=[CH:14][C:12]=2[N:13]=1, predict the reactants needed to synthesize it. The reactants are: [Cl:1][C:2]1[CH:3]=[C:4]([CH2:19][C:20]([O:22]C)=[O:21])[CH:5]=[CH:6][C:7]=1[NH:8][C:9]1[S:10][C:11]2[CH:17]=[C:16]([F:18])[CH:15]=[CH:14][C:12]=2[N:13]=1.[OH-].[Na+]. (6) Given the product [C:1]([N:5]1[C:9](=[O:10])[C:8]([NH:11][CH2:12][C:13]([O:15][CH:33]([CH3:34])[CH2:32][C:25]2[C:26]([CH3:31])=[CH:27][C:28]([CH3:30])=[CH:29][C:24]=2[CH3:36])=[O:14])=[C:7]([C:16]2[CH:21]=[CH:20][CH:19]=[CH:18][CH:17]=2)[S:6]1(=[O:23])=[O:22])([CH3:4])([CH3:2])[CH3:3], predict the reactants needed to synthesize it. The reactants are: [C:1]([N:5]1[C:9](=[O:10])[C:8]([NH:11][CH2:12][C:13]([OH:15])=[O:14])=[C:7]([C:16]2[CH:21]=[CH:20][CH:19]=[CH:18][CH:17]=2)[S:6]1(=[O:23])=[O:22])([CH3:4])([CH3:3])[CH3:2].[C:24]1([CH3:36])[CH:29]=[C:28]([CH3:30])[CH:27]=[C:26]([CH3:31])[C:25]=1[CH2:32][CH:33](O)[CH3:34]. (7) The reactants are: [C:1]([C:5]1[CH:18]=[CH:17][CH:16]=[CH:15][C:6]=1[O:7][C:8]1[C:13]([NH2:14])=[CH:12][CH:11]=[CH:10][N:9]=1)([CH3:4])([CH3:3])[CH3:2].[C:19]([N:27]=[C:28]=[S:29])(=[O:26])[C:20]1[CH:25]=[CH:24][CH:23]=[CH:22][CH:21]=1. Given the product [C:19]([NH:27][C:28]([NH:14][C:13]1[C:8]([O:7][C:6]2[CH:15]=[CH:16][CH:17]=[CH:18][C:5]=2[C:1]([CH3:4])([CH3:2])[CH3:3])=[N:9][CH:10]=[CH:11][CH:12]=1)=[S:29])(=[O:26])[C:20]1[CH:25]=[CH:24][CH:23]=[CH:22][CH:21]=1, predict the reactants needed to synthesize it.